From a dataset of Reaction yield outcomes from USPTO patents with 853,638 reactions. Predict the reaction yield, written as a fraction of the theoretical maximum amount of product (1.0 means a 100% yield; for example, 0.34 means a 34% yield). The yield is 0.900. The catalyst is CO.O. The reactants are [C:1]([C:9]1[CH:14]=[C:13]([CH:15]=[CH2:16])[CH:12]=[CH:11][C:10]=1[NH:17]C(=O)C(F)(F)F)(=[O:8])[C:2]1[CH:7]=[CH:6][CH:5]=[CH:4][CH:3]=1.C(=O)([O-])[O-].[K+].[K+]. The product is [NH2:17][C:10]1[CH:11]=[CH:12][C:13]([CH:15]=[CH2:16])=[CH:14][C:9]=1[C:1]([C:2]1[CH:7]=[CH:6][CH:5]=[CH:4][CH:3]=1)=[O:8].